From a dataset of Forward reaction prediction with 1.9M reactions from USPTO patents (1976-2016). Predict the product of the given reaction. (1) Given the reactants C(N(CC)CC)C.Cl.[NH2:9][CH2:10][C:11]1[CH:19]=[CH:18][CH:17]=[C:16]2[C:12]=1[CH2:13][N:14]([CH:21]1[CH2:26][CH2:25][C:24](=[O:27])[NH:23][C:22]1=[O:28])[C:15]2=[O:20].[C:29]1([CH3:38])[CH:34]=[CH:33][CH:32]=[C:31]([C:35](Cl)=[O:36])[CH:30]=1, predict the reaction product. The product is: [O:28]=[C:22]1[CH:21]([N:14]2[CH2:13][C:12]3[C:16](=[CH:17][CH:18]=[CH:19][C:11]=3[CH2:10][NH:9][C:35](=[O:36])[C:31]3[CH:32]=[CH:33][CH:34]=[C:29]([CH3:38])[CH:30]=3)[C:15]2=[O:20])[CH2:26][CH2:25][C:24](=[O:27])[NH:23]1. (2) The product is: [CH3:15][C:5]1([CH3:16])[C:4]2[CH:3]=[C:2]([C:29]3[C:23]4[S:22][C:21]5[CH:20]=[CH:19][CH:18]=[CH:17][C:25]=5[C:24]=4[CH:26]=[CH:27][CH:28]=3)[CH:14]=[CH:13][C:12]=2[C:11]2[C:6]1=[CH:7][CH:8]=[CH:9][CH:10]=2. Given the reactants Br[C:2]1[CH:14]=[CH:13][C:12]2[C:11]3[C:6](=[CH:7][CH:8]=[CH:9][CH:10]=3)[C:5]([CH3:16])([CH3:15])[C:4]=2[CH:3]=1.[CH:17]1[C:25]2[C:24]3[CH:26]=[CH:27][CH:28]=[CH:29][C:23]=3[S:22][C:21]=2[C:20](B(O)O)=[CH:19][CH:18]=1.C1(C)C=CC=CC=1P(C1C=CC=CC=1C)C1C=CC=CC=1C.C(=O)([O-])[O-].[K+].[K+], predict the reaction product. (3) Given the reactants [CH2:1]([O:3][C:4](=[O:15])[C:5]1[CH:10]=[CH:9][C:8](O)=[C:7]([N+:12]([O-:14])=[O:13])[CH:6]=1)[CH3:2].[C:16]1([S-:22])[CH:21]=[CH:20][CH:19]=[CH:18][CH:17]=1.[Na+], predict the reaction product. The product is: [CH2:1]([O:3][C:4](=[O:15])[C:5]1[CH:10]=[CH:9][C:8]([S:22][C:16]2[CH:21]=[CH:20][CH:19]=[CH:18][CH:17]=2)=[C:7]([N+:12]([O-:14])=[O:13])[CH:6]=1)[CH3:2]. (4) Given the reactants [CH:1]([N:14]1[CH2:17][CH:16]([OH:18])[CH2:15]1)([C:8]1[CH:13]=[CH:12][CH:11]=[CH:10][CH:9]=1)[C:2]1[CH:7]=[CH:6][CH:5]=[CH:4][CH:3]=1.O[N:20]1[C:24](=[O:25])[C:23]2=[CH:26][CH:27]=[CH:28][CH:29]=[C:22]2[C:21]1=[O:30].C1(P(C2C=CC=CC=2)C2C=CC=CC=2)C=CC=CC=1.CCOC(/N=N/C(OCC)=O)=O, predict the reaction product. The product is: [C:2]1([CH:1]([C:8]2[CH:13]=[CH:12][CH:11]=[CH:10][CH:9]=2)[N:14]2[CH2:17][CH:16]([O:18][N:20]3[C:24](=[O:25])[C:23]4[C:22](=[CH:29][CH:28]=[CH:27][CH:26]=4)[C:21]3=[O:30])[CH2:15]2)[CH:3]=[CH:4][CH:5]=[CH:6][CH:7]=1. (5) The product is: [Cl:24][C:25]1[CH:26]=[C:27]2[C:31](=[CH:32][CH:33]=1)[NH:30][CH:29]=[C:28]2[CH2:34][CH2:35][NH:36][C:14]([C:11]1[N:10]=[C:9]([CH2:8][C:7]2[CH:6]=[CH:5][C:4]([O:3][C:2]([F:1])([F:21])[F:22])=[CH:20][CH:19]=2)[O:13][N:12]=1)=[O:16]. Given the reactants [F:1][C:2]([F:22])([F:21])[O:3][C:4]1[CH:20]=[CH:19][C:7]([CH2:8][C:9]2[O:13][N:12]=[C:11]([C:14]([O:16]CC)=O)[N:10]=2)=[CH:6][CH:5]=1.Cl.[Cl:24][C:25]1[CH:26]=[C:27]2[C:31](=[CH:32][CH:33]=1)[NH:30][CH:29]=[C:28]2[CH2:34][CH2:35][NH2:36].CN(C(ON1N=NC2C=CC=NC1=2)=[N+](C)C)C.F[P-](F)(F)(F)(F)F.C(N(CC)C(C)C)(C)C, predict the reaction product. (6) Given the reactants [C:1]1([C:7]2[CH:12]=[CH:11][C:10](/[CH:13]=[CH:14]/[C:15]([O-])=[O:16])=[CH:9][CH:8]=2)[CH:6]=[CH:5][CH:4]=[CH:3][CH:2]=1.[H-].C([Al+]CC(C)C)C(C)C, predict the reaction product. The product is: [C:1]1([C:7]2[CH:12]=[CH:11][C:10](/[CH:13]=[CH:14]/[CH2:15][OH:16])=[CH:9][CH:8]=2)[CH:6]=[CH:5][CH:4]=[CH:3][CH:2]=1. (7) The product is: [CH:1]1([O:7][C:8]2[CH:9]=[CH:10][C:11]([C:12]([NH:31][C:29]3[CH:28]=[CH:27][C:25]4[N:26]=[C:22]([N:21]([CH2:20][CH2:19][N:18]([CH3:17])[CH3:33])[CH3:32])[S:23][C:24]=4[CH:30]=3)=[O:14])=[CH:15][CH:16]=2)[CH2:2][CH2:3][CH2:4][CH2:5][CH2:6]1. Given the reactants [CH:1]1([O:7][C:8]2[CH:16]=[CH:15][C:11]([C:12]([OH:14])=O)=[CH:10][CH:9]=2)[CH2:6][CH2:5][CH2:4][CH2:3][CH2:2]1.[CH3:17][N:18]([CH3:33])[CH2:19][CH2:20][N:21]([CH3:32])[C:22]1[S:23][C:24]2[CH:30]=[C:29]([NH2:31])[CH:28]=[CH:27][C:25]=2[N:26]=1, predict the reaction product.